Dataset: Forward reaction prediction with 1.9M reactions from USPTO patents (1976-2016). Task: Predict the product of the given reaction. (1) The product is: [Br:1][C:2]1[S:6][N:5]=[C:4]([C:7]([F:9])([F:10])[F:8])[C:3]=1[CH2:11][OH:12]. Given the reactants [Br:1][C:2]1[S:6][N:5]=[C:4]([C:7]([F:10])([F:9])[F:8])[C:3]=1[C:11](O)=[O:12], predict the reaction product. (2) Given the reactants [NH2:1][C:2]1[CH:7]=[N:6][C:5](Br)=[CH:4][N:3]=1.[OH:9][C:10]1[CH:15]=[CH:14][C:13](B(O)O)=[CH:12][CH:11]=1.C(=O)([O-])[O-].[Na+].[Na+].O, predict the reaction product. The product is: [NH2:1][C:2]1[CH:7]=[N:6][C:5]([C:13]2[CH:14]=[CH:15][C:10]([OH:9])=[CH:11][CH:12]=2)=[CH:4][N:3]=1. (3) Given the reactants Br[CH2:2][C:3]([C:5]1[CH:10]=[C:9]([Cl:11])[CH:8]=[CH:7][C:6]=1[Cl:12])=O.[O:13]1[CH:17]=[CH:16][N:15]=[C:14]1[NH2:18], predict the reaction product. The product is: [Cl:12][C:6]1[CH:7]=[CH:8][C:9]([Cl:11])=[CH:10][C:5]=1[C:3]1[N:18]=[C:14]2[N:15]([CH:2]=1)[CH:16]=[CH:17][O:13]2. (4) Given the reactants C(OC(=O)[N:7]([O:30][CH2:31][C:32]1[CH:37]=[CH:36][CH:35]=[CH:34][CH:33]=1)[CH2:8][C@@H:9]([C:14]([N:16]1[CH2:21][CH2:20][N:19]([C:22]2[CH:27]=[CH:26][C:25]([O:28][CH3:29])=[CH:24][CH:23]=2)[CH2:18][CH2:17]1)=[O:15])[CH2:10][CH:11]([CH3:13])[CH3:12])(C)(C)C.Cl.O1CCOCC1, predict the reaction product. The product is: [CH2:31]([O:30][NH:7][CH2:8][C@@H:9]([C:14]([N:16]1[CH2:17][CH2:18][N:19]([C:22]2[CH:27]=[CH:26][C:25]([O:28][CH3:29])=[CH:24][CH:23]=2)[CH2:20][CH2:21]1)=[O:15])[CH2:10][CH:11]([CH3:13])[CH3:12])[C:32]1[CH:33]=[CH:34][CH:35]=[CH:36][CH:37]=1. (5) Given the reactants [C:1](Cl)(Cl)=[O:2].[CH3:5][O:6][C:7](=[O:25])[CH:8]([OH:24])[CH2:9][NH:10][C:11]1[CH:12]=[C:13]2[C:18](=[C:19]([F:21])[CH:20]=1)[N:17]([CH3:22])[C:16](=[O:23])[CH2:15][CH2:14]2.C(N(CC)CC)C, predict the reaction product. The product is: [CH3:5][O:6][C:7]([C@@H:8]1[O:24][C:1](=[O:2])[N:10]([C:11]2[CH:12]=[C:13]3[C:18](=[C:19]([F:21])[CH:20]=2)[N:17]([CH3:22])[C:16](=[O:23])[CH2:15][CH2:14]3)[CH2:9]1)=[O:25]. (6) Given the reactants [NH2:1][C:2]1[N:10]=[CH:9][N:8]=[C:7]2[C:3]=1[N:4]=[CH:5][N:6]2[CH2:11][CH2:12][O:13][C:14](=[O:16])[CH3:15].[Br:17]Br, predict the reaction product. The product is: [NH2:1][C:2]1[N:10]=[CH:9][N:8]=[C:7]2[C:3]=1[N:4]=[C:5]([Br:17])[N:6]2[CH2:11][CH2:12][O:13][C:14](=[O:16])[CH3:15]. (7) Given the reactants C(N(C(C)C)CC)(C)C.[NH2:10][C:11]1[CH:16]=[CH:15][C:14]([S:17]([NH:20][CH2:21][CH2:22][N:23]2[CH2:28][CH2:27][O:26][CH2:25][CH2:24]2)(=[O:19])=[O:18])=[CH:13][CH:12]=1.[C:29](Cl)(=[O:32])[CH:30]=[CH2:31], predict the reaction product. The product is: [N:23]1([CH2:22][CH2:21][NH:20][S:17]([C:14]2[CH:13]=[CH:12][C:11]([NH:10][C:29](=[O:32])[CH:30]=[CH2:31])=[CH:16][CH:15]=2)(=[O:19])=[O:18])[CH2:24][CH2:25][O:26][CH2:27][CH2:28]1. (8) Given the reactants [Br:1][C:2]1[CH:3]=[C:4]2[C:9](=[CH:10][CH:11]=1)[N:8]=[CH:7][C:6]([C:12]([CH:14]1[CH2:16][CH2:15]1)=[O:13])=[C:5]2Cl.[NH2:18][C:19]1[CH:20]=[CH:21][C:22]([N:25]2[CH2:29][CH2:28][CH:27]([NH:30][C:31](=[O:37])[O:32][C:33]([CH3:36])([CH3:35])[CH3:34])[CH2:26]2)=[N:23][CH:24]=1, predict the reaction product. The product is: [Br:1][C:2]1[CH:3]=[C:4]2[C:9](=[CH:10][CH:11]=1)[N:8]=[CH:7][C:6]([C:12]([CH:14]1[CH2:16][CH2:15]1)=[O:13])=[C:5]2[NH:18][C:19]1[CH:20]=[CH:21][C:22]([N:25]2[CH2:29][CH2:28][CH:27]([NH:30][C:31](=[O:37])[O:32][C:33]([CH3:35])([CH3:34])[CH3:36])[CH2:26]2)=[N:23][CH:24]=1.